Dataset: Plasma protein binding rate (PPBR) regression data from AstraZeneca. Task: Regression/Classification. Given a drug SMILES string, predict its absorption, distribution, metabolism, or excretion properties. Task type varies by dataset: regression for continuous measurements (e.g., permeability, clearance, half-life) or binary classification for categorical outcomes (e.g., BBB penetration, CYP inhibition). For this dataset (ppbr_az), we predict Y. (1) The compound is COc1ccc2ncc(F)c(CCN3CCC(NCc4cc5c(cn4)OCCO5)CC3)c2n1. The Y is 82.7 %. (2) The molecule is Cc1ccc2c(c1)c(-c1ccnc3cc(Cl)ccc13)c(C)n2CC(=O)O. The Y is 99.8 %. (3) The molecule is CN[C@@H](C)C(=O)N[C@H](C(=O)N[C@H]1CCCCN(CCc2ccccc2)C1)C1CCCCC1. The Y is 73.8 %. (4) The compound is COc1ccc(CC(=O)NCc2ccccc2-c2ccccc2C(=O)NCCc2cccnc2)cc1. The Y is 99.3 %. (5) The molecule is COc1ccc(NC(=O)c2ccnc(N)n2)cc1. The Y is 71.0 %. (6) The drug is COc1cc2c(cc1OC)C(=O)C(CC1CCN(Cc3ccccc3)CC1)C2. The Y is 89.5 %. (7) The compound is Cc1cc(I)cc2c1NC(C(=O)O)C1CC=CC21. The Y is 99.8 %.